The task is: Binary Classification. Given a T-cell receptor sequence (or CDR3 region) and an epitope sequence, predict whether binding occurs between them.. This data is from TCR-epitope binding with 47,182 pairs between 192 epitopes and 23,139 TCRs. (1) The epitope is QARQMVQAMRTIGTHP. The TCR CDR3 sequence is CASSPLGTRAYEQYF. Result: 0 (the TCR does not bind to the epitope). (2) The epitope is YFPLQSYGF. The TCR CDR3 sequence is CATSSGTLPRDNEQFF. Result: 1 (the TCR binds to the epitope).